Dataset: Full USPTO retrosynthesis dataset with 1.9M reactions from patents (1976-2016). Task: Predict the reactants needed to synthesize the given product. (1) Given the product [C:1]([C@H:5]1[CH2:10][CH2:9][C@H:8]([O:11][C:12]2[CH:13]=[C:14]3[C:19](=[CH:20][CH:21]=2)[CH:18]=[C:17]([CH2:22][NH:24][CH2:25][CH2:26][C:27]([NH:29][S:30]([C:33]2[CH:38]=[CH:37][CH:36]=[CH:35][CH:34]=2)(=[O:32])=[O:31])=[O:28])[CH:16]=[CH:15]3)[CH2:7][CH2:6]1)([CH3:4])([CH3:3])[CH3:2], predict the reactants needed to synthesize it. The reactants are: [C:1]([C@H:5]1[CH2:10][CH2:9][C@H:8]([O:11][C:12]2[CH:13]=[C:14]3[C:19](=[CH:20][CH:21]=2)[CH:18]=[C:17]([CH:22]=O)[CH:16]=[CH:15]3)[CH2:7][CH2:6]1)([CH3:4])([CH3:3])[CH3:2].[NH2:24][CH2:25][CH2:26][C:27]([NH:29][S:30]([C:33]1[CH:38]=[CH:37][CH:36]=[CH:35][CH:34]=1)(=[O:32])=[O:31])=[O:28].[BH3-]C#N.[Na+]. (2) Given the product [C:1]([NH:4][C:5]1[CH:21]=[CH:20][C:8]([O:9][CH2:10][CH2:11][C:12]([CH3:18])([CH3:19])[C:13]([O:15][CH2:16][CH3:17])=[O:14])=[CH:7][C:6]=1[NH:22][CH2:24][C:25]1[CH:30]=[CH:29][C:28]([O:31][CH2:32][CH2:33][CH2:34][CH2:35][CH3:36])=[CH:27][C:26]=1[Cl:37])(=[O:3])[CH3:2], predict the reactants needed to synthesize it. The reactants are: [C:1]([NH:4][C:5]1[CH:21]=[CH:20][C:8]([O:9][CH2:10][CH2:11][C:12]([CH3:19])([CH3:18])[C:13]([O:15][CH2:16][CH3:17])=[O:14])=[CH:7][C:6]=1[NH2:22])(=[O:3])[CH3:2].Br[CH2:24][C:25]1[CH:30]=[CH:29][C:28]([O:31][CH2:32][CH2:33][CH2:34][CH2:35][CH3:36])=[CH:27][C:26]=1[Cl:37].C([O-])([O-])=O.[K+].[K+].CN(C=O)C. (3) Given the product [ClH:2].[Cl:2][C:3]1[CH:4]=[C:5]([CH:26]=[CH:27][C:28]=1[Cl:29])[O:6][CH:7]1[CH2:12][CH2:11][N:10]([CH2:13][CH2:14][NH:15][C:16](=[O:25])[C:17]2[CH:22]=[CH:21][CH:20]=[C:19]([OH:23])[CH:18]=2)[CH2:9][CH2:8]1, predict the reactants needed to synthesize it. The reactants are: Cl.[Cl:2][C:3]1[CH:4]=[C:5]([CH:26]=[CH:27][C:28]=1[Cl:29])[O:6][CH:7]1[CH2:12][CH2:11][N:10]([CH2:13][CH2:14][NH:15][C:16](=[O:25])[C:17]2[CH:22]=[CH:21][CH:20]=[C:19]([O:23]C)[CH:18]=2)[CH2:9][CH2:8]1.B(Br)(Br)Br. (4) Given the product [C:1]([O:5][C:6]([N:8]1[CH2:17][C:16]([CH3:19])([CH3:18])[C:15]2[C:10](=[CH:11][C:12]([NH:20][C:21]([C:23]3[C:24]([NH:29][CH2:39][C:32]4[C:33]5[C:34](=[N:35][CH:36]=[CH:37][CH:38]=5)[NH:30][CH:31]=4)=[N:25][CH:26]=[CH:27][CH:28]=3)=[O:22])=[CH:13][CH:14]=2)[CH2:9]1)=[O:7])([CH3:2])([CH3:3])[CH3:4], predict the reactants needed to synthesize it. The reactants are: [C:1]([O:5][C:6]([N:8]1[CH2:17][C:16]([CH3:19])([CH3:18])[C:15]2[C:10](=[CH:11][C:12]([NH:20][C:21]([C:23]3[C:24]([NH2:29])=[N:25][CH:26]=[CH:27][CH:28]=3)=[O:22])=[CH:13][CH:14]=2)[CH2:9]1)=[O:7])([CH3:4])([CH3:3])[CH3:2].[NH:30]1[C:34]2=[N:35][CH:36]=[CH:37][CH:38]=[C:33]2[C:32]([CH:39]=O)=[CH:31]1.O.C1(C)C=CC(S(O)(=O)=O)=CC=1.[BH4-].[Na+]. (5) The reactants are: C([O:3][C:4](=O)[C:5]([NH:29]C(=O)C)([CH:11]1[CH2:20][CH2:19][C:18]2[C:13](=[CH:14][CH:15]=[C:16]([CH2:21][CH2:22][CH2:23][CH2:24][CH2:25][CH2:26][CH2:27][CH3:28])[CH:17]=2)[CH2:12]1)[C:6](OCC)=[O:7])C. Given the product [NH2:29][C:5]([CH:11]1[CH2:20][CH2:19][C:18]2[C:13](=[CH:14][CH:15]=[C:16]([CH2:21][CH2:22][CH2:23][CH2:24][CH2:25][CH2:26][CH2:27][CH3:28])[CH:17]=2)[CH2:12]1)([CH2:6][OH:7])[CH2:4][OH:3], predict the reactants needed to synthesize it. (6) Given the product [OH:1][C@H:2]1[CH2:6][N:5]([C:7]([O:9][C:10]([CH3:11])([CH3:12])[CH3:13])=[O:8])[C@H:4]([CH2:14][O:15][S:22]([C:19]2[CH:20]=[CH:21][C:16]([CH3:26])=[CH:17][CH:18]=2)(=[O:24])=[O:23])[CH2:3]1, predict the reactants needed to synthesize it. The reactants are: [OH:1][C@H:2]1[CH2:6][N:5]([C:7]([O:9][C:10]([CH3:13])([CH3:12])[CH3:11])=[O:8])[C@H:4]([CH2:14][OH:15])[CH2:3]1.[C:16]1([CH3:26])[CH:21]=[CH:20][C:19]([S:22](Cl)(=[O:24])=[O:23])=[CH:18][CH:17]=1.